From a dataset of Forward reaction prediction with 1.9M reactions from USPTO patents (1976-2016). Predict the product of the given reaction. (1) Given the reactants [CH3:1][O:2][C:3]1[CH:8]=[C:7]([C:9]([F:12])([F:11])[F:10])[CH:6]=[CH:5][C:4]=1B(O)O.[CH2:16]([S:23][C:24]1[CH:33]=[C:32]2[C:27]([C:28](Cl)=[N:29][CH:30]=[N:31]2)=[CH:26][CH:25]=1)[C:17]1[CH:22]=[CH:21][CH:20]=[CH:19][CH:18]=1.P([O-])([O-])([O-])=O.[K+].[K+].[K+], predict the reaction product. The product is: [CH2:16]([S:23][C:24]1[CH:33]=[C:32]2[C:27]([C:28]([C:4]3[CH:5]=[CH:6][C:7]([C:9]([F:12])([F:11])[F:10])=[CH:8][C:3]=3[O:2][CH3:1])=[N:29][CH:30]=[N:31]2)=[CH:26][CH:25]=1)[C:17]1[CH:18]=[CH:19][CH:20]=[CH:21][CH:22]=1. (2) Given the reactants [CH3:1][C:2]1[CH:7]=[CH:6][C:5]([NH:8][C:9](=[O:24])[C:10]2[CH:15]=[CH:14][C:13]([CH2:16][N:17]3[CH2:22][CH2:21][N:20]([CH3:23])[CH2:19][CH2:18]3)=[CH:12][CH:11]=2)=[CH:4][C:3]=1[N+:25]([O-])=O.C([O-])=O.[K+], predict the reaction product. The product is: [NH2:25][C:3]1[CH:4]=[C:5]([NH:8][C:9](=[O:24])[C:10]2[CH:11]=[CH:12][C:13]([CH2:16][N:17]3[CH2:18][CH2:19][N:20]([CH3:23])[CH2:21][CH2:22]3)=[CH:14][CH:15]=2)[CH:6]=[CH:7][C:2]=1[CH3:1]. (3) The product is: [Cl:27][C:24]1[CH:23]=[CH:22][C:21]([C:18]2[CH:17]=[C:16]([C:14]3[N:11]=[C:9]([NH:8][C:4]4[CH:3]=[C:2]([CH3:1])[CH:7]=[CH:6][N:5]=4)[S:10][CH:13]=3)[O:20][N:19]=2)=[CH:26][CH:25]=1. Given the reactants [CH3:1][C:2]1[CH:7]=[CH:6][N:5]=[C:4]([NH:8][C:9]([NH2:11])=[S:10])[CH:3]=1.Br[CH2:13][C:14]([C:16]1[O:20][N:19]=[C:18]([C:21]2[CH:26]=[CH:25][C:24]([Cl:27])=[CH:23][CH:22]=2)[CH:17]=1)=O, predict the reaction product. (4) Given the reactants [Cl:1][C:2]1[CH:3]=[C:4]2[C:9](=[CH:10][C:11]=1[OH:12])[O:8][CH:7]=[C:6]([C:13]1[CH:18]=[CH:17][CH:16]=[C:15]([O:19][CH2:20][CH2:21][F:22])[CH:14]=1)[C:5]2=O.O.[NH2:25][NH2:26], predict the reaction product. The product is: [Cl:1][C:2]1[CH:3]=[C:4]([C:5]2[C:6]([C:13]3[CH:18]=[CH:17][CH:16]=[C:15]([O:19][CH2:20][CH2:21][F:22])[CH:14]=3)=[CH:7][NH:26][N:25]=2)[C:9]([OH:8])=[CH:10][C:11]=1[OH:12]. (5) Given the reactants [CH:1]1[C:9]2[C:8]3[CH:10]=[CH:11][CH:12]=[CH:13][C:7]=3[S:6][C:5]=2[C:4](B(O)O)=[CH:3][CH:2]=1.[Br:17][C:18]1[CH:23]=[CH:22][CH:21]=[C:20](Br)[CH:19]=1.C(=O)([O-])[O-].[K+].[K+], predict the reaction product. The product is: [Br:17][C:18]1[CH:19]=[C:20]([C:4]2[C:5]3[S:6][C:7]4[CH:13]=[CH:12][CH:11]=[CH:10][C:8]=4[C:9]=3[CH:1]=[CH:2][CH:3]=2)[CH:21]=[CH:22][CH:23]=1. (6) Given the reactants [CH3:1][O:2][C:3]1[CH:8]=[CH:7][CH:6]=[C:5]([NH2:9])[CH:4]=1.[CH:10]1[CH:15]=[CH:14][C:13]([O:16][C:17](OC2C=CC=CC=2)=[N:18][C:19]#[N:20])=[CH:12][CH:11]=1, predict the reaction product. The product is: [C:19]([NH:18][C:17](=[N:9][C:5]1[CH:6]=[CH:7][CH:8]=[C:3]([O:2][CH3:1])[CH:4]=1)[O:16][C:13]1[CH:14]=[CH:15][CH:10]=[CH:11][CH:12]=1)#[N:20]. (7) Given the reactants [Cl:1][C:2]1[CH:7]=[C:6]([Cl:8])[CH:5]=[CH:4][C:3]=1[C:9]1[N:10]=[C:11]([CH2:28][CH3:29])[C:12]([NH:17][C@@H]2C3C(=CC=CC=3)C[C@@H]2O)=[N:13][C:14]=1[CH2:15][CH3:16].BrC1N=C(CC)C(N[C@@H:40]2[C:48]3[C:43](=[CH:44][CH:45]=[C:46]([O:49][CH3:50])[CH:47]=3)[CH2:42][C@@H:41]2[CH2:51][CH3:52])=NC=1CC, predict the reaction product. The product is: [Cl:1][C:2]1[CH:7]=[C:6]([Cl:8])[CH:5]=[CH:4][C:3]=1[C:9]1[N:10]=[C:11]([CH2:28][CH3:29])[C:12]([NH:17][C@@H:40]2[C:48]3[C:43](=[CH:44][CH:45]=[C:46]([O:49][CH3:50])[CH:47]=3)[CH2:42][C@@H:41]2[CH2:51][CH3:52])=[N:13][C:14]=1[CH2:15][CH3:16]. (8) Given the reactants [OH:1][CH2:2][CH2:3][CH:4]1[CH2:9][CH2:8][N:7]([C:10]([O:12][C:13]([CH3:16])([CH3:15])[CH3:14])=[O:11])[CH2:6][CH2:5]1.[CH3:17][S:18](Cl)(=[O:20])=[O:19].CCCCCC.CCOC(C)=O, predict the reaction product. The product is: [CH3:17][S:18]([O:1][CH2:2][CH2:3][CH:4]1[CH2:5][CH2:6][N:7]([C:10]([O:12][C:13]([CH3:16])([CH3:15])[CH3:14])=[O:11])[CH2:8][CH2:9]1)(=[O:20])=[O:19]. (9) Given the reactants [N+:1]([C:4]1[CH:8]=[N:7][NH:6][N:5]=1)([O-:3])=[O:2].[CH:9]1(B(O)O)[CH2:11][CH2:10]1.C[Si](C)(C)[N-][Si](C)(C)C.[Na+].O, predict the reaction product. The product is: [CH:9]1([N:6]2[N:5]=[C:4]([N+:1]([O-:3])=[O:2])[CH:8]=[N:7]2)[CH2:11][CH2:10]1.